Dataset: NCI-60 drug combinations with 297,098 pairs across 59 cell lines. Task: Regression. Given two drug SMILES strings and cell line genomic features, predict the synergy score measuring deviation from expected non-interaction effect. Drug 1: CS(=O)(=O)C1=CC(=C(C=C1)C(=O)NC2=CC(=C(C=C2)Cl)C3=CC=CC=N3)Cl. Drug 2: C1CN(P(=O)(OC1)NCCCl)CCCl. Cell line: SK-MEL-2. Synergy scores: CSS=-1.43, Synergy_ZIP=1.76, Synergy_Bliss=0.285, Synergy_Loewe=-5.40, Synergy_HSA=-4.69.